From a dataset of Reaction yield outcomes from USPTO patents with 853,638 reactions. Predict the reaction yield, written as a fraction of the theoretical maximum amount of product (1.0 means a 100% yield; for example, 0.34 means a 34% yield). (1) The reactants are [CH3:1][O:2][C:3]1[CH:8]=[CH:7][C:6]([O:9][CH2:10][O:11][CH3:12])=[CH:5][N:4]=1.C[Li].CN([CH:18]=[O:19])C. The catalyst is C1COCC1.C(NC(C)C)(C)C. The product is [CH3:1][O:2][C:3]1[CH:8]=[C:7]([C:6]([O:9][CH2:10][O:11][CH3:12])=[CH:5][N:4]=1)[CH:18]=[O:19]. The yield is 0.957. (2) The reactants are [NH2:1][C:2]1[CH:7]=[C:6]([CH3:8])[C:5]([CH3:9])=[CH:4][C:3]=1[NH:10][C:11]([C@H:13]1[CH2:18][C@H:17]([NH:19][C:20]([NH:22][C:23]2[CH:28]=[CH:27][C:26]([C:29]#[N:30])=[CH:25][CH:24]=2)=[O:21])[CH2:16][CH2:15][N:14]1[C:31](OC(C)(C)C)=O)=O.C=O.C([BH3-])#N.[Na+].C1COCC1. The catalyst is C(O)(=O)C.O.CO. The product is [C:29]([C:26]1[CH:25]=[CH:24][C:23]([NH:22][C:20]([NH:19][C@@H:17]2[CH2:16][CH2:15][N:14]([CH3:31])[C@@H:13]([C:11]3[NH:10][C:3]4[CH:4]=[C:5]([CH3:9])[C:6]([CH3:8])=[CH:7][C:2]=4[N:1]=3)[CH2:18]2)=[O:21])=[CH:28][CH:27]=1)#[N:30]. The yield is 0.730. (3) The catalyst is C(O)C. The product is [N:9]1[C:10]2[C:5](=[CH:4][C:3]([CH2:2][C:13]#[N:14])=[CH:12][CH:11]=2)[CH:6]=[CH:7][CH:8]=1. The reactants are Br[CH2:2][C:3]1[CH:4]=[C:5]2[C:10](=[CH:11][CH:12]=1)[N:9]=[CH:8][CH:7]=[CH:6]2.[C-:13]#[N:14].[Na+]. The yield is 0.0800. (4) The reactants are CS(O[CH2:6][C:7]1[C:8]([C@@H:14]([NH:18][C:19]([O:21][C:22]([CH3:25])([CH3:24])[CH3:23])=[O:20])[CH:15]([CH3:17])[CH3:16])=[N:9][CH:10]=[C:11]([Cl:13])[CH:12]=1)(=O)=O.ClC1C=C(CCl)C([C@@H](NC(=O)OC(C)(C)C)C(C)C)=NC=1.[H-].[Na+]. The catalyst is C1COCC1. The product is [Cl:13][C:11]1[CH:12]=[C:7]2[CH2:6][N:18]([C:19]([O:21][C:22]([CH3:25])([CH3:24])[CH3:23])=[O:20])[C@@H:14]([CH:15]([CH3:17])[CH3:16])[C:8]2=[N:9][CH:10]=1. The yield is 0.850. (5) The reactants are [F:1][C:2]1[CH:3]=[C:4]([CH2:8][CH:9]([CH:23]2[O:27][C:26](=O)[CH:25]([CH2:29][CH2:30][C:31]([O:34]C(=O)C(F)(F)F)([CH3:33])[CH3:32])[CH2:24]2)[NH:10][C:11]([C:13]2[CH:22]=[N:21][C:20]3[C:15](=[CH:16][CH:17]=[CH:18][CH:19]=3)[N:14]=2)=[O:12])[CH:5]=[CH:6][CH:7]=1. The catalyst is CO. The product is [F:1][C:2]1[CH:3]=[C:4]([CH:5]=[CH:6][CH:7]=1)[CH2:8][CH:9]([NH:10][C:11]([C:13]1[CH:22]=[N:21][C:20]2[C:19](=[CH:18][CH:17]=[CH:16][CH:15]=2)[N:14]=1)=[O:12])[CH:23]([OH:27])[CH2:24][CH:25]([C:26]1[NH:10][CH:11]=[CH:13][N:14]=1)[CH2:29][CH2:30][C:31]([OH:34])([CH3:33])[CH3:32]. The yield is 0.910. (6) The reactants are [F:1][C:2]([F:7])([F:6])[C:3]([OH:5])=[O:4].[CH2:8]([S:10]([N:13]1[CH2:18][CH2:17][CH:16]([C:19]2[C:27]3[C:22](=[C:23]([C:41]([NH2:43])=[O:42])[CH:24]=[C:25]([C:28]4[CH:33]=[C:32]([CH2:34][NH:35][CH2:36]COC)[CH:31]=[CH:30][C:29]=4[F:40])[CH:26]=3)[NH:21][CH:20]=2)[CH2:15][CH2:14]1)(=[O:12])=[O:11])[CH3:9].[CH3:44][O:45][CH2:46][CH2:47]N. No catalyst specified. The product is [F:1][C:2]([F:7])([F:6])[C:3]([OH:5])=[O:4].[CH2:8]([S:10]([N:13]1[CH2:18][CH2:17][CH:16]([C:19]2[C:27]3[C:22](=[C:23]([C:41]([NH2:43])=[O:42])[CH:24]=[C:25]([C:28]4[CH:33]=[C:32]([CH2:34][NH:35][CH2:36][CH2:47][CH2:46][O:45][CH3:44])[CH:31]=[CH:30][C:29]=4[F:40])[CH:26]=3)[NH:21][CH:20]=2)[CH2:15][CH2:14]1)(=[O:12])=[O:11])[CH3:9]. The yield is 0.645. (7) The reactants are [CH3:1][C:2]1[C:10]([N+:11]([O-:13])=[O:12])=[CH:9][C:5]([C:6]([NH2:8])=[O:7])=[CH:4][C:3]=1[N+:14]([O-:16])=[O:15].[NH2:17]N1C=NN=C1.CC(C)([O-])C.[K+].O. The catalyst is CS(C)=O.C(O)(=O)C. The product is [NH2:17][C:9]1[C:10]([N+:11]([O-:13])=[O:12])=[C:2]([CH3:1])[C:3]([N+:14]([O-:16])=[O:15])=[CH:4][C:5]=1[C:6]([NH2:8])=[O:7]. The yield is 0.840. (8) The reactants are Cl[C:2]1[C:11]2[C:6](=[CH:7][C:8]([Cl:15])=[C:9]([N+:12]([O-:14])=[O:13])[CH:10]=2)[N:5]=[CH:4][C:3]=1[C:16]#[N:17].[O:18]([C:25]1[CH:31]=[CH:30][C:28]([NH2:29])=[CH:27][CH:26]=1)[C:19]1[CH:24]=[CH:23][CH:22]=[CH:21][CH:20]=1.Cl.N1C=CC=CC=1.C(=O)([O-])[O-].[Na+].[Na+]. The catalyst is C(OCCO)C.O. The product is [Cl:15][C:8]1[CH:7]=[C:6]2[C:11]([C:2]([NH:29][C:28]3[CH:27]=[CH:26][C:25]([O:18][C:19]4[CH:24]=[CH:23][CH:22]=[CH:21][CH:20]=4)=[CH:31][CH:30]=3)=[C:3]([C:16]#[N:17])[CH:4]=[N:5]2)=[CH:10][C:9]=1[N+:12]([O-:14])=[O:13]. The yield is 0.739. (9) The reactants are [NH2:1][C:2]1[CH:7]=[CH:6][C:5]([C:8]2[S:12][C:11]([CH:13]3[CH2:18][CH2:17][N:16]([CH2:19][C:20]([O:22][CH2:23][CH3:24])=[O:21])[CH2:15][CH2:14]3)=[N:10][CH:9]=2)=[CH:4][CH:3]=1.[N:25]([C:28]1[CH:33]=[CH:32][CH:31]=[CH:30][C:29]=1[C:34]([F:37])([F:36])[F:35])=[C:26]=[O:27]. No catalyst specified. The product is [F:35][C:34]([F:36])([F:37])[C:29]1[CH:30]=[CH:31][CH:32]=[CH:33][C:28]=1[NH:25][C:26](=[O:27])[NH:1][C:2]1[CH:7]=[CH:6][C:5]([C:8]2[S:12][C:11]([CH:13]3[CH2:18][CH2:17][N:16]([CH2:19][C:20]([O:22][CH2:23][CH3:24])=[O:21])[CH2:15][CH2:14]3)=[N:10][CH:9]=2)=[CH:4][CH:3]=1. The yield is 0.800.